Dataset: Forward reaction prediction with 1.9M reactions from USPTO patents (1976-2016). Task: Predict the product of the given reaction. (1) Given the reactants [Si:1]([O:8][C:9]1[C:10]([F:20])=[C:11]([CH:16]([OH:19])[CH2:17][CH3:18])[CH:12]=[C:13]([F:15])[CH:14]=1)([C:4]([CH3:7])([CH3:6])[CH3:5])([CH3:3])[CH3:2].C(Cl)Cl.C(O)(=O)C.C(O)(=O)C.IC1C=CC=CC=1, predict the reaction product. The product is: [Si:1]([O:8][C:9]1[C:10]([F:20])=[C:11]([C:16](=[O:19])[CH2:17][CH3:18])[CH:12]=[C:13]([F:15])[CH:14]=1)([C:4]([CH3:6])([CH3:7])[CH3:5])([CH3:3])[CH3:2]. (2) Given the reactants [CH2:1](Br)[C:2]1[CH:7]=[CH:6][CH:5]=[CH:4][CH:3]=1.[Br:9][C:10]1[N:15]=[C:14]([C:16]([O:18][CH3:19])=[O:17])[C:13]([OH:20])=[CH:12][CH:11]=1.C([O-])([O-])=O.[K+].[K+], predict the reaction product. The product is: [CH2:1]([O:20][C:13]1[C:14]([C:16]([O:18][CH3:19])=[O:17])=[N:15][C:10]([Br:9])=[CH:11][CH:12]=1)[C:2]1[CH:7]=[CH:6][CH:5]=[CH:4][CH:3]=1. (3) Given the reactants [CH3:1][O:2][C:3]1[CH:8]=[CH:7][CH:6]=[C:5]([O:9][CH3:10])[C:4]=1[CH:11]1[NH:16][C:15](=[O:17])[CH2:14][CH2:13][CH2:12]1.[H-].[Na+].Br[CH2:21][C:22]1[CH:23]=[C:24]([C:28]2[CH:33]=[CH:32][CH:31]=[CH:30][CH:29]=2)[CH:25]=[CH:26][CH:27]=1.C([O-])(O)=O.[Na+], predict the reaction product. The product is: [C:24]1([C:28]2[CH:29]=[CH:30][CH:31]=[CH:32][CH:33]=2)[CH:25]=[CH:26][CH:27]=[C:22]([CH2:21][N:16]2[CH:11]([C:4]3[C:5]([O:9][CH3:10])=[CH:6][CH:7]=[CH:8][C:3]=3[O:2][CH3:1])[CH2:12][CH2:13][CH2:14][C:15]2=[O:17])[CH:23]=1. (4) Given the reactants Cl[C:2]1[CH:7]=[CH:6][C:5]([NH:8][C:9]([NH:11][C:12]2[CH:17]=[CH:16][CH:15]=[C:14]([C:18]3[CH:23]=[CH:22][CH:21]=[C:20]([N:24]4[CH2:28][CH2:27][CH2:26][CH2:25]4)[N:19]=3)[CH:13]=2)=[O:10])=[CH:4][CH:3]=1.[CH2:29](C1C=CC=CC=1N)[CH3:30].CCN(C(C)C)C(C)C, predict the reaction product. The product is: [CH2:29]([C:6]1[CH:7]=[CH:2][CH:3]=[CH:4][C:5]=1[NH:8][C:9]([NH:11][C:12]1[CH:17]=[CH:16][CH:15]=[C:14]([C:18]2[CH:23]=[CH:22][CH:21]=[C:20]([N:24]3[CH2:28][CH2:27][CH2:26][CH2:25]3)[N:19]=2)[CH:13]=1)=[O:10])[CH3:30].